Task: Predict which catalyst facilitates the given reaction.. Dataset: Catalyst prediction with 721,799 reactions and 888 catalyst types from USPTO Reactant: [Cl:1][C:2]1[S:3][C:4]([S:8](Cl)(=[O:10])=[O:9])=[C:5]([CH3:7])[N:6]=1.Cl.[NH:13]1[CH2:16][CH2:15][CH2:14]1.C(N(CC)CC)C. Product: [N:13]1([S:8]([C:4]2[S:3][C:2]([Cl:1])=[N:6][C:5]=2[CH3:7])(=[O:10])=[O:9])[CH2:16][CH2:15][CH2:14]1. The catalyst class is: 2.